This data is from Forward reaction prediction with 1.9M reactions from USPTO patents (1976-2016). The task is: Predict the product of the given reaction. (1) Given the reactants [OH:1][C:2]([C:5]1[CH:6]=[C:7]([CH2:11][CH2:12][CH2:13][N:14]2C(=O)C3C(=CC=CC=3)C2=O)[CH:8]=[CH:9][CH:10]=1)([CH3:4])[CH3:3].FC(F)(F)C(C1C=CC(CCCN2C(=O)C3C(=CC=CC=3)C2=O)=CC=1)O, predict the reaction product. The product is: [NH2:14][CH2:13][CH2:12][CH2:11][C:7]1[CH:6]=[C:5]([C:2]([OH:1])([CH3:3])[CH3:4])[CH:10]=[CH:9][CH:8]=1. (2) Given the reactants [CH:1]1([NH:4][C:5]([NH:7][C:8]2[CH:13]=[CH:12][C:11]([O:14][C:15]3[CH:20]=[CH:19][N:18]=[C:17]4[CH:21]=[C:22]([C:24]5[CH:29]=[CH:28][C:27]([CH:30]=O)=[CH:26][N:25]=5)[S:23][C:16]=34)=[C:10]([F:32])[CH:9]=2)=[O:6])[CH2:3][CH2:2]1.[CH3:33][O:34][CH2:35][C@@H:36]([NH2:38])[CH3:37].C(O)(=O)C.[BH-](OC(C)=O)(OC(C)=O)OC(C)=O.[Na+], predict the reaction product. The product is: [CH:1]1([NH:4][C:5]([NH:7][C:8]2[CH:13]=[CH:12][C:11]([O:14][C:15]3[CH:20]=[CH:19][N:18]=[C:17]4[CH:21]=[C:22]([C:24]5[CH:29]=[CH:28][C:27]([CH2:30][NH:38][C@@H:36]([CH3:37])[CH2:35][O:34][CH3:33])=[CH:26][N:25]=5)[S:23][C:16]=34)=[C:10]([F:32])[CH:9]=2)=[O:6])[CH2:3][CH2:2]1. (3) Given the reactants CN(C)C=O.Cl[C:7]1[CH:12]=[C:11]([O:13][CH2:14][C:15]#[C:16][CH3:17])[N:10]=[CH:9][N:8]=1.C(=O)([O-])[O-].[CH3:22][CH:23]1[CH2:27][CH2:26][CH2:25][NH:24]1, predict the reaction product. The product is: [CH2:14]([O:13][C:11]1[CH:12]=[C:7]([N:24]2[CH2:25][CH2:26][CH2:27][CH:23]2[CH3:22])[N:8]=[CH:9][N:10]=1)[C:15]#[C:16][CH3:17]. (4) The product is: [F:1][C:2]1[C:3]([C:22]([NH:25][CH2:26][C:27]2([C:40]3[CH:41]=[CH:42][C:43]([F:46])=[CH:44][CH:45]=3)[CH2:28][CH2:29][N:30]([C:33]([O:35][C:36]([CH3:39])([CH3:38])[CH3:37])=[O:34])[CH2:31][CH2:32]2)=[O:24])=[N:4][CH:5]=[CH:6][C:7]=1[S:8][C:9]1[S:13][C:12]([NH:14][C:15]2[CH:20]=[C:19]([CH3:21])[CH:18]=[CH:17][N:16]=2)=[N:11][CH:10]=1. Given the reactants [F:1][C:2]1[C:3]([C:22]([OH:24])=O)=[N:4][CH:5]=[CH:6][C:7]=1[S:8][C:9]1[S:13][C:12]([NH:14][C:15]2[CH:20]=[C:19]([CH3:21])[CH:18]=[CH:17][N:16]=2)=[N:11][CH:10]=1.[NH2:25][CH2:26][C:27]1([C:40]2[CH:45]=[CH:44][C:43]([F:46])=[CH:42][CH:41]=2)[CH2:32][CH2:31][N:30]([C:33]([O:35][C:36]([CH3:39])([CH3:38])[CH3:37])=[O:34])[CH2:29][CH2:28]1, predict the reaction product. (5) Given the reactants [CH:1]1([N:6]2[C:15]3[C:10](=[CH:11][N:12]=[C:13]([S:16][CH3:17])[N:14]=3)[CH:9]=[CH:8][S:7]2(=[O:19])=[O:18])[CH2:5][CH2:4][CH2:3][CH2:2]1.C1(S(N2C(C3C=CC=CC=3)O2)(=O)=[O:27])C=CC=CC=1, predict the reaction product. The product is: [CH:1]1([N:6]2[C:15]3[C:10](=[CH:11][N:12]=[C:13]([S:16]([CH3:17])=[O:27])[N:14]=3)[CH:9]=[CH:8][S:7]2(=[O:18])=[O:19])[CH2:2][CH2:3][CH2:4][CH2:5]1.